This data is from Catalyst prediction with 721,799 reactions and 888 catalyst types from USPTO. The task is: Predict which catalyst facilitates the given reaction. (1) Reactant: C([Li])CCC.[S:6]1[C:10]([C:11]2[C:12]3[CH:19]=[CH:18][N:17]([CH2:20][O:21][CH2:22][CH2:23][Si:24]([CH3:27])([CH3:26])[CH3:25])[C:13]=3[N:14]=[CH:15][N:16]=2)=[CH:9][N:8]=[CH:7]1.C(Br)(Br)(Br)[Br:29]. Product: [Br:29][C:7]1[S:6][C:10]([C:11]2[C:12]3[CH:19]=[CH:18][N:17]([CH2:20][O:21][CH2:22][CH2:23][Si:24]([CH3:27])([CH3:26])[CH3:25])[C:13]=3[N:14]=[CH:15][N:16]=2)=[CH:9][N:8]=1. The catalyst class is: 323. (2) Reactant: [NH2:1][C@@H:2]1[CH2:6][CH2:5][N:4]([C:7](OC(C)(C)C)=O)[CH2:3]1.C([N:16](CC)CC)C.[CH3:21][C:22]1[CH:23]=[C:24]([S:28](Cl)(=[O:30])=[O:29])[CH:25]=[CH:26][CH:27]=1.CCN(C(C)C)C(C)C.BrC#N. Product: [C:7]([N:4]1[CH2:5][CH2:6][C@@H:2]([NH:1][S:28]([C:24]2[CH:25]=[CH:26][CH:27]=[C:22]([CH3:21])[CH:23]=2)(=[O:30])=[O:29])[CH2:3]1)#[N:16]. The catalyst class is: 18. (3) Reactant: [Cl:1][C:2]1[C:10]([F:11])=[CH:9][C:5]([C:6](O)=[O:7])=[C:4]([F:12])[CH:3]=1.[BH4-].[Na+].B(F)(F)F. Product: [Cl:1][C:2]1[C:10]([F:11])=[CH:9][C:5]([CH2:6][OH:7])=[C:4]([F:12])[CH:3]=1. The catalyst class is: 270. (4) The catalyst class is: 159. Reactant: [CH2:1]([CH:3]([CH2:31][CH2:32][CH2:33][CH3:34])[CH2:4][N:5]1[C:17]2[C:12](=[CH:13][C:14]([C:22]([C:24]3[CH:29]=[CH:28][C:27]([F:30])=[CH:26][CH:25]=3)=[O:23])=[C:15]3[CH:21]=[CH:20][CH:19]=[CH:18][C:16]3=2)[C:11]2[C:6]1=[CH:7][CH:8]=[CH:9][CH:10]=2)[CH3:2].[Al+3].[Cl-].[Cl-].[Cl-].[CH3:39][C:40]1[CH:48]=[C:47]([CH3:49])[CH:46]=[C:45]([CH3:50])[C:41]=1[C:42](Cl)=[O:43]. Product: [CH2:1]([CH:3]([CH2:31][CH2:32][CH2:33][CH3:34])[CH2:4][N:5]1[C:17]2[C:12](=[CH:13][C:14]([C:22](=[O:23])[C:24]3[CH:25]=[CH:26][C:27]([F:30])=[CH:28][CH:29]=3)=[C:15]3[CH:21]=[CH:20][CH:19]=[CH:18][C:16]3=2)[C:11]2[C:6]1=[CH:7][CH:8]=[C:9]([C:42]([C:41]1[C:40]([CH3:39])=[CH:48][C:47]([CH3:49])=[CH:46][C:45]=1[CH3:50])=[O:43])[CH:10]=2)[CH3:2]. (5) Reactant: [C@@H:1]1([N:9]2[CH:13]=[C:12](I)[CH:11]=[C:10]2[N+:15]([O-:17])=[O:16])[O:6][C@H:5]([CH2:7][OH:8])[C@@H:3]([OH:4])[CH2:2]1.C(#N)C.C(N(CC)CC)C.[CH2:28]([NH:31][C:32](=[O:45])[CH2:33][CH2:34][CH2:35][CH2:36][CH2:37][NH:38][C:39](=[O:44])[C:40]([F:43])([F:42])[F:41])[C:29]#[CH:30]. Product: [C@@H:1]1([N:9]2[CH:13]=[C:12]([C:30]#[C:29][CH2:28][NH:31][C:32](=[O:45])[CH2:33][CH2:34][CH2:35][CH2:36][CH2:37][NH:38][C:39](=[O:44])[C:40]([F:42])([F:43])[F:41])[CH:11]=[C:10]2[N+:15]([O-:17])=[O:16])[O:6][C@H:5]([CH2:7][OH:8])[C@@H:3]([OH:4])[CH2:2]1. The catalyst class is: 870. (6) Reactant: [CH3:1][N:2]1[C:7](=[O:8])[CH:6]=[CH:5][C:4]([C:9](=[O:28])[CH2:10][CH:11]([C:19]2[CH:27]=[CH:26][C:22]([C:23]([OH:25])=O)=[CH:21][CH:20]=2)[C:12]2[CH:17]=[CH:16][CH:15]=[CH:14][C:13]=2[CH3:18])=[CH:3]1.[NH2:29][CH2:30][CH:31]([OH:36])[C:32]([F:35])([F:34])[F:33].F[P-](F)(F)(F)(F)F.N1(O[P+](N(C)C)(N(C)C)N(C)C)C2C=CC=CC=2N=N1. Product: [CH3:1][N:2]1[C:7](=[O:8])[CH:6]=[CH:5][C:4]([C:9](=[O:28])[CH2:10][CH:11]([C:19]2[CH:27]=[CH:26][C:22]([C:23]([NH:29][CH2:30][CH:31]([OH:36])[C:32]([F:35])([F:34])[F:33])=[O:25])=[CH:21][CH:20]=2)[C:12]2[CH:17]=[CH:16][CH:15]=[CH:14][C:13]=2[CH3:18])=[CH:3]1. The catalyst class is: 7. (7) Reactant: [Cl:1][C:2]1[CH:3]=[C:4]([NH:9][C:10]2[C:19]3[C:14](=[CH:15][C:16]([O:21][CH3:22])=[C:17]([OH:20])[CH:18]=3)[N:13]=[CH:12][N:11]=2)[CH:5]=[CH:6][C:7]=1[F:8].C([O-])([O-])=O.[K+].[K+].Cl[CH2:30][CH2:31][CH2:32][N:33]1[CH2:41][CH:40]2[CH:35]([CH2:36][N:37]([C:42]([O:44][C:45]([CH3:48])([CH3:47])[CH3:46])=[O:43])[CH2:38][CH2:39]2)[CH2:34]1. Product: [Cl:1][C:2]1[CH:3]=[C:4]([NH:9][C:10]2[C:19]3[C:14](=[CH:15][C:16]([O:21][CH3:22])=[C:17]([O:20][CH2:30][CH2:31][CH2:32][N:33]4[CH2:41][CH:40]5[CH:35]([CH2:36][N:37]([C:42]([O:44][C:45]([CH3:46])([CH3:48])[CH3:47])=[O:43])[CH2:38][CH2:39]5)[CH2:34]4)[CH:18]=3)[N:13]=[CH:12][N:11]=2)[CH:5]=[CH:6][C:7]=1[F:8]. The catalyst class is: 3. (8) Reactant: [OH:1][C:2]1[CH:10]=[CH:9][C:8]([C:11]2[N:12]([C:27]([O:29][C:30]([CH3:33])([CH3:32])[CH3:31])=[O:28])[C:13]3[C:18]([CH:19]=2)=[CH:17][C:16]([CH2:20][N:21]2[CH2:26][CH2:25][CH2:24][CH2:23][CH2:22]2)=[CH:15][CH:14]=3)=[C:7]2[C:3]=1[CH2:4][NH:5][C:6]2=[O:34].C1(P(C2C=CC=CC=2)C2C=CC=CC=2)C=CC=CC=1.CCOC(/N=N/C(OCC)=O)=O.C1(C)C=CC=CC=1.O[CH2:74][CH2:75][CH2:76][N:77]1[CH2:82][CH2:81][N:80]([CH3:83])[CH2:79][CH2:78]1. Product: [CH3:83][N:80]1[CH2:81][CH2:82][N:77]([CH2:76][CH2:75][CH2:74][O:1][C:2]2[CH:10]=[CH:9][C:8]([C:11]3[N:12]([C:27]([O:29][C:30]([CH3:31])([CH3:33])[CH3:32])=[O:28])[C:13]4[C:18]([CH:19]=3)=[CH:17][C:16]([CH2:20][N:21]3[CH2:26][CH2:25][CH2:24][CH2:23][CH2:22]3)=[CH:15][CH:14]=4)=[C:7]3[C:3]=2[CH2:4][NH:5][C:6]3=[O:34])[CH2:78][CH2:79]1. The catalyst class is: 1. (9) Reactant: ClC1C=CC(/C=[N:7]/[CH:8]([CH3:16])[C:9]([O:11][C:12]([CH3:15])([CH3:14])[CH3:13])=[O:10])=CC=1.[OH-].[Cs+].Br[CH:22]1[CH2:27][CH2:26][CH2:25][CH:24]=[CH:23]1. Product: [NH2:7][C:8]([CH:22]1[CH2:27][CH2:26][CH2:25][CH:24]=[CH:23]1)([CH3:16])[C:9]([O:11][C:12]([CH3:15])([CH3:14])[CH3:13])=[O:10]. The catalyst class is: 11. (10) Reactant: [NH2:1][C:2]1[C:10]([CH3:11])=[CH:9][CH:8]=[CH:7][C:3]=1[C:4]([NH2:6])=O.[H-].[H-].[H-].[H-].[Li+].[Al+3].O.[OH-].[Na+]. Product: [NH2:6][CH2:4][C:3]1[CH:7]=[CH:8][CH:9]=[C:10]([CH3:11])[C:2]=1[NH2:1]. The catalyst class is: 1.